Predict which catalyst facilitates the given reaction. From a dataset of Catalyst prediction with 721,799 reactions and 888 catalyst types from USPTO. (1) Reactant: [Cl:1][C:2]1[CH:3]=[C:4]([CH:8]([O:22][CH2:23][CH2:24][C:25]([O:27]CC)=O)[C@@H:9]2[CH2:14][CH2:13][CH2:12][N:11]([C:15]([O:17][C:18]([CH3:21])([CH3:20])[CH3:19])=[O:16])[CH2:10]2)[CH:5]=[CH:6][CH:7]=1.[CH3:30][NH2:31]. Product: [Cl:1][C:2]1[CH:3]=[C:4]([C@H:8]([O:22][CH2:23][CH2:24][C:25]([NH:31][CH3:30])=[O:27])[C@@H:9]2[CH2:14][CH2:13][CH2:12][N:11]([C:15]([O:17][C:18]([CH3:21])([CH3:20])[CH3:19])=[O:16])[CH2:10]2)[CH:5]=[CH:6][CH:7]=1. The catalyst class is: 5. (2) Reactant: [Cl:1][C:2]1[CH:7]=[CH:6][CH:5]=[C:4]([C:8]#[N:9])[C:3]=1[CH2:10][C:11]([OH:13])=O.C(N(CC)CC)C.F[B-](F)(F)F.N1(OC(N(C)C)=[N+](C)C)C2C=CC=CC=2N=N1.Cl.[OH:44][CH2:45][C@H:46]1[CH2:55][C:54]2[C:49](=[CH:50][CH:51]=[CH:52][C:53]=2[CH2:56][CH2:57][C:58]([CH3:61])([OH:60])[CH3:59])[C@H:48]([CH3:62])[NH:47]1. Product: [Cl:1][C:2]1[C:3]([CH2:10][C:11]([N:47]2[C@@H:46]([CH2:45][OH:44])[CH2:55][C:54]3[C:49](=[CH:50][CH:51]=[CH:52][C:53]=3[CH2:56][CH2:57][C:58]([OH:60])([CH3:59])[CH3:61])[C@@H:48]2[CH3:62])=[O:13])=[C:4]([CH:5]=[CH:6][CH:7]=1)[C:8]#[N:9]. The catalyst class is: 10. (3) Reactant: [NH2:1][CH2:2][CH2:3][CH2:4][N:5]([CH3:62])[C@H:6]([C:10]([NH:12][C@H:13]([C:17]([N:19]([C@@H:21]([C@@H:58]([CH3:61])[CH2:59][CH3:60])[C@H:22]([O:56][CH3:57])[CH2:23][C:24]([N:26]1[CH2:30][CH2:29][CH2:28][C@H:27]1[C@H:31]([O:54][CH3:55])[C@@H:32]([CH3:53])[C:33]([NH:35][C@@:36]1([C:45]([N:47]2[CH2:52][CH2:51][CH2:50][CH2:49][O:48]2)=[O:46])[CH2:38][C@@H:37]1[C:39]1[CH:44]=[CH:43][CH:42]=[CH:41][CH:40]=1)=[O:34])=[O:25])[CH3:20])=[O:18])[CH:14]([CH3:16])[CH3:15])=[O:11])[CH:7]([CH3:9])[CH3:8].C(N(CC)C(C)C)(C)C.[N+](C1C=CC([N:81]([CH2:85][CH2:86][N:87]2[C:91](=[O:92])[CH:90]=[CH:89][C:88]2=[O:93])[C:82](=O)[O-:83])=CC=1)([O-])=O. Product: [O:93]=[C:88]1[CH:89]=[CH:90][C:91](=[O:92])[N:87]1[CH2:86][CH2:85][NH:81][C:82]([NH:1][CH2:2][CH2:3][CH2:4][N:5]([CH3:62])[C@H:6]([C:10]([NH:12][C@H:13]([C:17]([N:19]([C@@H:21]([C@@H:58]([CH3:61])[CH2:59][CH3:60])[C@H:22]([O:56][CH3:57])[CH2:23][C:24]([N:26]1[CH2:30][CH2:29][CH2:28][C@H:27]1[C@H:31]([O:54][CH3:55])[C@@H:32]([CH3:53])[C:33]([NH:35][C@@:36]1([C:45]([N:47]2[CH2:52][CH2:51][CH2:50][CH2:49][O:48]2)=[O:46])[CH2:38][C@@H:37]1[C:39]1[CH:44]=[CH:43][CH:42]=[CH:41][CH:40]=1)=[O:34])=[O:25])[CH3:20])=[O:18])[CH:14]([CH3:15])[CH3:16])=[O:11])[CH:7]([CH3:9])[CH3:8])=[O:83]. The catalyst class is: 3. (4) Reactant: [N:1]1[C:6]2[S:7][CH:8]=[CH:9][C:5]=2[C:4](=[O:10])[NH:3][CH:2]=1.[Br:11]Br. Product: [Br:11][C:8]1[S:7][C:6]2[N:1]=[CH:2][NH:3][C:4](=[O:10])[C:5]=2[CH:9]=1. The catalyst class is: 15.